Dataset: Forward reaction prediction with 1.9M reactions from USPTO patents (1976-2016). Task: Predict the product of the given reaction. (1) Given the reactants [Br:1][C:2]1[CH:7]=[C:6]([Cl:8])[CH:5]=[CH:4][C:3]=1[NH:9][C:10](=[O:21])[O:11][CH:12]1[CH2:18][CH:17]2[N:19]([CH3:20])[CH:14]([CH2:15][CH2:16]2)[CH2:13]1.[Cl:22][C:23]1[CH:24]=[C:25](B(O)O)[CH:26]=[CH:27][CH:28]=1.[CH3:32]Br, predict the reaction product. The product is: [Br-:1].[Cl:22][C:23]1[CH:24]=[C:25]([C:2]2[CH:7]=[C:6]([Cl:8])[CH:5]=[CH:4][C:3]=2[NH:9][C:10]([O:11][CH:12]2[CH2:18][CH:17]3[N+:19]([CH3:32])([CH3:20])[CH:14]([CH2:15][CH2:16]3)[CH2:13]2)=[O:21])[CH:26]=[CH:27][CH:28]=1. (2) Given the reactants [CH2:1]([C@H:8]1[N:13]([C:14](=[O:35])[CH2:15][CH2:16][C:17]2[CH:22]=[CH:21][CH:20]=[CH:19][C:18]=2[O:23][C:24]2[CH:29]=[CH:28][CH:27]=[CH:26][C:25]=2/[CH:30]=[CH:31]/[N+:32]([O-])=O)[CH2:12][CH2:11][N:10](C(OC(C)(C)C)=O)[CH2:9]1)C1C=CC=CC=1, predict the reaction product. The product is: [CH2:1]([C@@H:8]1[CH2:9][NH:10][CH2:11][CH2:12][N:13]1[C:14](=[O:35])[CH2:15][CH2:16][C:17]1[CH:22]=[CH:21][CH:20]=[CH:19][C:18]=1[O:23][C:24]1[CH:29]=[CH:28][CH:27]=[CH:26][C:25]=1[CH2:30][CH2:31][NH:32][C:18](=[O:23])[CH3:17])[C:24]1[CH:29]=[CH:28][CH:27]=[CH:26][CH:25]=1. (3) Given the reactants [NH2:1][C:2]1[C:3]([C:17]#[N:18])=[N:4][C:5]([C:9]2[CH:10]=[N:11][C:12]([O:15][CH3:16])=[CH:13][CH:14]=2)=[CH:6][N+:7]=1[O-].P(Cl)(Cl)([Cl:21])=O.O, predict the reaction product. The product is: [NH2:1][C:2]1[C:3]([C:17]#[N:18])=[N:4][C:5]([C:9]2[CH:10]=[N:11][C:12]([O:15][CH3:16])=[CH:13][CH:14]=2)=[C:6]([Cl:21])[N:7]=1. (4) Given the reactants Cl[C:2]1[N:7]=[C:6]([NH:8][C:9]2[CH:14]=[CH:13][C:12]([O:15][CH3:16])=[CH:11][C:10]=2[NH:17][S:18]([CH3:21])(=[O:20])=[O:19])[C:5]([Cl:22])=[CH:4][N:3]=1.[CH3:23][O:24][C:25]1[CH:31]=[C:30]([O:32][CH3:33])[C:29]([CH3:34])=[CH:28][C:26]=1[NH2:27], predict the reaction product. The product is: [Cl:22][C:5]1[C:6]([NH:8][C:9]2[CH:14]=[CH:13][C:12]([O:15][CH3:16])=[CH:11][C:10]=2[NH:17][S:18]([CH3:21])(=[O:20])=[O:19])=[N:7][C:2]([NH:27][C:26]2[CH:28]=[C:29]([CH3:34])[C:30]([O:32][CH3:33])=[CH:31][C:25]=2[O:24][CH3:23])=[N:3][CH:4]=1.